This data is from Reaction yield outcomes from USPTO patents with 853,638 reactions. The task is: Predict the reaction yield, written as a fraction of the theoretical maximum amount of product (1.0 means a 100% yield; for example, 0.34 means a 34% yield). (1) The reactants are [CH:1]([C:3]1[N:4]=[CH:5][C:6]([NH2:9])=[N:7][CH:8]=1)=[CH2:2].C([O-])([O-])=O.[K+].[K+].N[C:17]1[CH:22]=[CH:21][C:20]([S:23]([N:26]2[CH2:31][CH2:30][N:29]([C:32]([O:34][C:35]([CH3:38])([CH3:37])[CH3:36])=[O:33])[CH2:28][CH2:27]2)(=[O:25])=[O:24])=[CH:19][CH:18]=1.CC(C1C=C(C(C)C)C(C2C=CC=CC=2P(C2CCCCC2)C2CCCCC2)=C(C(C)C)C=1)C. The catalyst is C1C=CC(/C=C/C(/C=C/C2C=CC=CC=2)=O)=CC=1.C1C=CC(/C=C/C(/C=C/C2C=CC=CC=2)=O)=CC=1.C1C=CC(/C=C/C(/C=C/C2C=CC=CC=2)=O)=CC=1.[Pd].[Pd]. The product is [CH:1]([C:3]1[N:4]=[CH:5][C:6]([NH:9][C:17]2[CH:18]=[CH:19][C:20]([S:23]([N:26]3[CH2:27][CH2:28][N:29]([C:32]([O:34][C:35]([CH3:38])([CH3:37])[CH3:36])=[O:33])[CH2:30][CH2:31]3)(=[O:25])=[O:24])=[CH:21][CH:22]=2)=[N:7][CH:8]=1)=[CH2:2]. The yield is 0.650. (2) The reactants are C(Cl)(=O)C(Cl)=O.[CH3:7][S:8]([C:11]1[CH:19]=[CH:18][CH:17]=[CH:16][C:12]=1[C:13]([OH:15])=O)(=[O:10])=[O:9].[Cl:20][C:21]1[CH:22]=[C:23]([CH:37]=[CH:38][C:39]=1[Cl:40])[O:24][CH:25]1[CH2:30][CH2:29][N:28]([CH:31]2[CH2:36][CH2:35][NH:34][CH2:33][CH2:32]2)[CH2:27][CH2:26]1.C(N(CC)CC)C. The catalyst is C(Cl)Cl.CN(C=O)C. The product is [Cl:20][C:21]1[CH:22]=[C:23]([CH:37]=[CH:38][C:39]=1[Cl:40])[O:24][CH:25]1[CH2:26][CH2:27][N:28]([CH:31]2[CH2:32][CH2:33][N:34]([C:13]([C:12]3[CH:16]=[CH:17][CH:18]=[CH:19][C:11]=3[S:8]([CH3:7])(=[O:9])=[O:10])=[O:15])[CH2:35][CH2:36]2)[CH2:29][CH2:30]1. The yield is 0.760. (3) The reactants are Br[C:2]1[CH:9]=[CH:8][C:5]([CH:6]=[O:7])=[CH:4][C:3]=1[N+:10]([O-:12])=[O:11].[C:13]([C:15]1[CH:20]=[CH:19][CH:18]=[CH:17][C:16]=1OB(O)O)#[N:14].ClCCl.C(=O)([O-])[O-].[Na+].[Na+]. The catalyst is [Br-].C([N+](CCCC)(CCCC)CCCC)CCC.C1C=CC(P(C2C=CC=CC=2)[C-]2C=CC=C2)=CC=1.C1C=CC(P(C2C=CC=CC=2)[C-]2C=CC=C2)=CC=1.Cl[Pd]Cl.[Fe+2].C1(C)C=CC=CC=1. The product is [CH:6]([C:5]1[CH:8]=[CH:9][C:2]([C:16]2[C:15]([C:13]#[N:14])=[CH:20][CH:19]=[CH:18][CH:17]=2)=[C:3]([N+:10]([O-:12])=[O:11])[CH:4]=1)=[O:7]. The yield is 0.400. (4) The reactants are N(C(OCC)=O)=NC(OCC)=O.[Cl:13][C:14]1[CH:33]=[CH:32][C:17]([NH:18][C:19]2[C:28]3[C:23](=[CH:24][C:25]([OH:31])=[C:26]([O:29][CH3:30])[CH:27]=3)[N:22]=[CH:21][N:20]=2)=[C:16]([F:34])[CH:15]=1.[CH3:35][C@H:36]1[CH2:41][N:40]([CH2:42][CH2:43][CH2:44]O)[CH2:39][C@@H:38]([CH3:46])[O:37]1.C1(P(C2C=CC=CC=2)C2C=CC=CC=2)C=CC=CC=1. The product is [ClH:13].[Cl:13][C:14]1[CH:33]=[CH:32][C:17]([NH:18][C:19]2[C:28]3[C:23](=[CH:24][C:25]([O:31][CH2:44][CH2:43][CH2:42][N:40]4[CH2:39][CH:38]([CH3:46])[O:37][CH:36]([CH3:35])[CH2:41]4)=[C:26]([O:29][CH3:30])[CH:27]=3)[N:22]=[CH:21][N:20]=2)=[C:16]([F:34])[CH:15]=1. The catalyst is C(Cl)Cl. The yield is 0.590. (5) The reactants are [Cl:1][C:2]1[CH:9]=[CH:8][CH:7]=[C:6]([CH:10]2[CH2:12][CH2:11]2)[C:3]=1[CH:4]=[O:5]. The catalyst is CO. The product is [Cl:1][C:2]1[CH:9]=[CH:8][CH:7]=[C:6]([CH:10]2[CH2:11][CH2:12]2)[C:3]=1[CH2:4][OH:5]. The yield is 0.330. (6) The reactants are [H-].[H-].[H-].[H-].[Li+].[Al+3].[N+:7]([CH2:10][CH2:11][CH3:12])([O-:9])=[O:8].[CH:13](=[O:20])[C:14]1[CH:19]=[CH:18][CH:17]=[N:16][CH:15]=1. The catalyst is C1COCC1. The product is [N+:7]([CH:10]([CH2:11][CH3:12])[CH:13]([C:14]1[CH:15]=[N:16][CH:17]=[CH:18][CH:19]=1)[OH:20])([O-:9])=[O:8]. The yield is 0.710.